Regression. Given two drug SMILES strings and cell line genomic features, predict the synergy score measuring deviation from expected non-interaction effect. From a dataset of NCI-60 drug combinations with 297,098 pairs across 59 cell lines. (1) Drug 2: C1=NC2=C(N1)C(=S)N=CN2. Cell line: M14. Drug 1: C1=C(C(=O)NC(=O)N1)F. Synergy scores: CSS=36.3, Synergy_ZIP=-13.1, Synergy_Bliss=-15.6, Synergy_Loewe=-11.2, Synergy_HSA=-9.04. (2) Drug 1: C1=CC(=CC=C1CCCC(=O)O)N(CCCl)CCCl. Drug 2: CCN(CC)CCNC(=O)C1=C(NC(=C1C)C=C2C3=C(C=CC(=C3)F)NC2=O)C. Cell line: MDA-MB-231. Synergy scores: CSS=16.5, Synergy_ZIP=-5.02, Synergy_Bliss=-5.19, Synergy_Loewe=-7.70, Synergy_HSA=-7.42. (3) Drug 1: CC(C)(C#N)C1=CC(=CC(=C1)CN2C=NC=N2)C(C)(C)C#N. Drug 2: C1=NC2=C(N1)C(=S)N=CN2. Cell line: CAKI-1. Synergy scores: CSS=27.6, Synergy_ZIP=-0.669, Synergy_Bliss=0.777, Synergy_Loewe=-5.55, Synergy_HSA=-0.186. (4) Drug 1: CCCCCOC(=O)NC1=NC(=O)N(C=C1F)C2C(C(C(O2)C)O)O. Drug 2: C1CC(=O)NC(=O)C1N2C(=O)C3=CC=CC=C3C2=O. Cell line: NCI-H522. Synergy scores: CSS=-8.03, Synergy_ZIP=4.01, Synergy_Bliss=0.0585, Synergy_Loewe=-7.46, Synergy_HSA=-7.71. (5) Drug 1: C1CC(C1)(C(=O)O)C(=O)O.[NH2-].[NH2-].[Pt+2]. Drug 2: C(=O)(N)NO. Cell line: MALME-3M. Synergy scores: CSS=9.25, Synergy_ZIP=-3.89, Synergy_Bliss=-3.12, Synergy_Loewe=-4.67, Synergy_HSA=-1.49. (6) Drug 1: C(=O)(N)NO. Drug 2: C(CCl)NC(=O)N(CCCl)N=O. Cell line: SF-295. Synergy scores: CSS=19.2, Synergy_ZIP=-2.26, Synergy_Bliss=2.92, Synergy_Loewe=-3.30, Synergy_HSA=0.959.